From a dataset of Full USPTO retrosynthesis dataset with 1.9M reactions from patents (1976-2016). Predict the reactants needed to synthesize the given product. (1) Given the product [ClH:29].[Cl:29][C:19]1[C:18]2[C:23](=[CH:24][C:15]([S:12]([N:8]3[CH2:9][CH2:10][CH2:11][C@H:7]3[C:6]([OH:30])=[O:5])(=[O:14])=[O:13])=[CH:16][CH:17]=2)[C:22]([NH:25][C:26]([NH2:28])=[NH:27])=[N:21][CH:20]=1, predict the reactants needed to synthesize it. The reactants are: C([O:5][C:6](=[O:30])[C@@H:7]1[CH2:11][CH2:10][CH2:9][N:8]1[S:12]([C:15]1[CH:24]=[C:23]2[C:18]([C:19]([Cl:29])=[CH:20][N:21]=[C:22]2[NH:25][C:26]([NH2:28])=[NH:27])=[CH:17][CH:16]=1)(=[O:14])=[O:13])(C)(C)C. (2) Given the product [C:6]([NH:5][CH2:4][CH2:3][C@H:2]([NH:1][C:16]([O:18][CH2:19][CH:20]1[C:32]2[C:27](=[CH:28][CH:29]=[CH:30][CH:31]=2)[C:26]2[C:21]1=[CH:22][CH:23]=[CH:24][CH:25]=2)=[O:17])[CH2:13][OH:14])([O:8][C:9]([CH3:11])([CH3:12])[CH3:10])=[O:7], predict the reactants needed to synthesize it. The reactants are: [NH:1]([C:16]([O:18][CH2:19][CH:20]1[C:32]2[C:27](=[CH:28][CH:29]=[CH:30][CH:31]=2)[C:26]2[C:21]1=[CH:22][CH:23]=[CH:24][CH:25]=2)=[O:17])[C@H:2]([C:13](O)=[O:14])[CH2:3][CH2:4][NH:5][C:6]([O:8][C:9]([CH3:12])([CH3:11])[CH3:10])=[O:7].ClC(OCC)=O.[BH4-].[Na+]. (3) The reactants are: C(Cl)(=O)C([Cl:4])=O.CN(C=O)C.[CH2:12]([O:19][CH:20]1[CH2:24][O:23][CH:22]([CH2:25][CH2:26]O)[CH2:21]1)[C:13]1[CH:18]=[CH:17][CH:16]=[CH:15][CH:14]=1.CCCCCC.C(OCC)(=O)C. Given the product [CH2:12]([O:19][CH:20]1[CH2:24][O:23][CH:22]([CH2:25][CH2:26][Cl:4])[CH2:21]1)[C:13]1[CH:18]=[CH:17][CH:16]=[CH:15][CH:14]=1, predict the reactants needed to synthesize it. (4) The reactants are: COC[O:4][C:5]1[CH:10]=[C:9]([C:11]([F:14])([F:13])[F:12])[CH:8]=[CH:7][C:6]=1[C:15]1[N:20]=[CH:19][N:18]=[C:17]([O:21][C:22]2[CH:31]=[C:30]3[C:25]([CH:26]=[CH:27][CH:28]=[N:29]3)=[CH:24][CH:23]=2)[CH:16]=1. Given the product [N:29]1[C:30]2[C:25](=[CH:24][CH:23]=[C:22]([O:21][C:17]3[N:18]=[CH:19][N:20]=[C:15]([C:6]4[CH:7]=[CH:8][C:9]([C:11]([F:13])([F:12])[F:14])=[CH:10][C:5]=4[OH:4])[CH:16]=3)[CH:31]=2)[CH:26]=[CH:27][CH:28]=1, predict the reactants needed to synthesize it. (5) Given the product [CH3:1][C:2]1[CH:3]=[CH:4][C:5]([S:8]([OH:11])(=[O:10])=[O:9])=[CH:6][CH:7]=1.[CH3:12][C:13]1[N:18]([C:19]2[CH:24]=[CH:23][CH:22]=[C:21]([C:25]([F:27])([F:26])[F:28])[CH:20]=2)[C:17](=[O:29])[C:16]([C:30]([NH:32][CH2:33][C:34]2[CH:39]=[CH:38][C:37]([S:40]([CH3:43])(=[O:42])=[O:41])=[CH:36][N:35]=2)=[O:31])=[CH:15][C:14]=1[C:44]1[N:48]([CH3:49])[N:47]=[CH:46][CH:45]=1.[S:50]([CH2:54][CH3:55])([O-:53])(=[O:52])=[O:51], predict the reactants needed to synthesize it. The reactants are: [CH3:1][C:2]1[CH:7]=[CH:6][C:5]([S:8]([OH:11])(=[O:10])=[O:9])=[CH:4][CH:3]=1.[CH3:12][C:13]1[N:18]([C:19]2[CH:24]=[CH:23][CH:22]=[C:21]([C:25]([F:28])([F:27])[F:26])[CH:20]=2)[C:17](=[O:29])[C:16]([C:30]([NH:32][CH2:33][C:34]2[CH:39]=[CH:38][C:37]([S:40]([CH3:43])(=[O:42])=[O:41])=[CH:36][N:35]=2)=[O:31])=[CH:15][C:14]=1[C:44]1[N:48]([CH3:49])[N:47]=[CH:46][CH:45]=1.[S:50]([C:54]1C=CC(C)=C[CH:55]=1)([O-:53])(=[O:52])=[O:51].C(S(O)(=O)=O)C. (6) Given the product [O:3]=[C:4]1[CH:9]=[CH:8][CH:7]=[CH:6][N:5]1[CH:10]([C:12]1[CH:13]=[CH:14][C:15]([C:16]([OH:18])=[O:17])=[CH:20][CH:21]=1)[CH3:11], predict the reactants needed to synthesize it. The reactants are: CO.[O:3]=[C:4]1[CH:9]=[CH:8][CH:7]=[CH:6][N:5]1[CH:10]([C:12]1[CH:21]=[CH:20][C:15]([C:16]([O:18]C)=[O:17])=[CH:14][CH:13]=1)[CH3:11].O.[OH-].[Li+].Cl.